This data is from Catalyst prediction with 721,799 reactions and 888 catalyst types from USPTO. The task is: Predict which catalyst facilitates the given reaction. (1) Reactant: OC(C(F)(F)F)=O.C([N:15]1[CH2:24][CH2:23][C:22]2[C:17](=[N:18][C:19]([NH:41][CH:42]([CH3:44])[CH3:43])=[C:20]([N:25]3[CH2:30][CH2:29][CH:28]([O:31][C:32]4[CH:39]=[CH:38][C:35]([C:36]#[N:37])=[CH:34][C:33]=4[F:40])[CH2:27][CH2:26]3)[N:21]=2)[CH2:16]1)C1C=CC=CC=1. Product: [F:40][C:33]1[CH:34]=[C:35]([CH:38]=[CH:39][C:32]=1[O:31][CH:28]1[CH2:27][CH2:26][N:25]([C:20]2[N:21]=[C:22]3[CH2:23][CH2:24][NH:15][CH2:16][C:17]3=[N:18][C:19]=2[NH:41][CH:42]([CH3:44])[CH3:43])[CH2:30][CH2:29]1)[C:36]#[N:37]. The catalyst class is: 833. (2) Reactant: [N+:1]([CH3:4])([O-:3])=[O:2].[CH2:5]([O:7][C:8]1[CH:9]=[C:10]([CH:13]=[CH:14][CH:15]=1)[CH:11]=O)[CH3:6].[OH-].[Na+].Cl. Product: [CH2:5]([O:7][C:8]1[CH:15]=[CH:14][CH:13]=[C:10]([CH2:11][CH2:4][N+:1]([O-:3])=[O:2])[CH:9]=1)[CH3:6]. The catalyst class is: 24. (3) Reactant: [CH3:1][N:2]1[C:6]2=[N:7][CH:8]=[CH:9][CH:10]=[C:5]2[N:4]=[C:3]1S(C)(=O)=O.[CH:15]1([N:18]2[C:26]3[C:21](=[N:22][CH:23]=[CH:24][CH:25]=3)[N:20]([C:27]3[CH:32]=[CH:31][C:30]([OH:33])=[CH:29][CH:28]=3)[C:19]2=[O:34])[CH2:17][CH2:16]1.[H-].[Na+]. Product: [CH:15]1([N:18]2[C:26]3[C:21](=[N:22][CH:23]=[CH:24][CH:25]=3)[N:20]([C:27]3[CH:32]=[CH:31][C:30]([O:33][C:3]4[N:2]([CH3:1])[C:6]5=[N:7][CH:8]=[CH:9][CH:10]=[C:5]5[N:4]=4)=[CH:29][CH:28]=3)[C:19]2=[O:34])[CH2:17][CH2:16]1. The catalyst class is: 121. (4) Reactant: [Cl:1][C:2]1[CH:3]=[C:4]([CH:21]=[CH:22][CH:23]=1)[O:5][CH2:6][C@H:7]([OH:20])[CH2:8][CH2:9][C@@H:10]1[C@@H:17]2[C@@H:13]([O:14][C:15](=[O:18])[CH2:16]2)[CH2:12][C@H:11]1[OH:19].[O:24]1[CH:29]=[CH:28][CH2:27][CH2:26][CH2:25]1.O.[C:31]1(C)C=[CH:35][C:34](S(O)(=O)=O)=[CH:33][CH:32]=1.C([O-])(O)=[O:43].[Na+]. Product: [Cl:1][C:2]1[CH:3]=[C:4]([CH:21]=[CH:22][CH:23]=1)[O:5][CH2:6][C@H:7]([O:20][CH:35]1[CH2:34][CH2:33][CH2:32][CH2:31][O:43]1)[CH2:8][CH2:9][C@@H:10]1[C@@H:17]2[C@@H:13]([O:14][C:15](=[O:18])[CH2:16]2)[CH2:12][C@H:11]1[O:19][CH:29]1[CH2:28][CH2:27][CH2:26][CH2:25][O:24]1. The catalyst class is: 2. (5) Reactant: [Cl:1][C:2]1[CH:3]=[C:4]2[C:8](=[CH:9][CH:10]=1)[N:7]([CH2:11][C:12]([C:15]1[CH:20]=[CH:19][C:18]([F:21])=[CH:17][CH:16]=1)(O)[CH3:13])[C:6]1[CH2:22][N:23]([CH3:26])[CH2:24][CH2:25][C:5]2=1. Product: [ClH:1].[Cl:1][C:2]1[CH:3]=[C:4]2[C:8](=[CH:9][CH:10]=1)[N:7](/[CH:11]=[C:12](/[C:15]1[CH:20]=[CH:19][C:18]([F:21])=[CH:17][CH:16]=1)\[CH3:13])[C:6]1[CH2:22][N:23]([CH3:26])[CH2:24][CH2:25][C:5]2=1. The catalyst class is: 65. (6) Reactant: [CH3:1][C:2]1[N:6]([CH:7]([CH3:9])[CH3:8])[C:5]([C:10]2[CH:15]=[CH:14][N:13]=[C:12]([NH:16][CH:17]3[CH2:22][CH2:21][CH2:20][CH:19]([NH2:23])[CH2:18]3)[N:11]=2)=[CH:4][N:3]=1.C(N(CC)CC)C.[CH3:31][S:32](Cl)(=[O:34])=[O:33].N. Product: [CH3:1][C:2]1[N:6]([CH:7]([CH3:9])[CH3:8])[C:5]([C:10]2[CH:15]=[CH:14][N:13]=[C:12]([NH:16][CH:17]3[CH2:22][CH2:21][CH2:20][CH:19]([NH:23][S:32]([CH3:31])(=[O:34])=[O:33])[CH2:18]3)[N:11]=2)=[CH:4][N:3]=1. The catalyst class is: 158. (7) Reactant: Cl[C:2]1[N:7]=[CH:6][C:5]([C:8]2[O:12][N:11]=[C:10]([C:13]3[CH:14]=[C:15]([CH:19]=[CH:20][CH:21]=3)[C:16]([OH:18])=[O:17])[CH:9]=2)=[CH:4][CH:3]=1.C(N(CC)CC)C.[CH2:29]([NH:33][CH3:34])[CH:30]([CH3:32])[CH3:31]. Product: [CH2:29]([N:33]([CH3:34])[C:2]1[N:7]=[CH:6][C:5]([C:8]2[O:12][N:11]=[C:10]([C:13]3[CH:14]=[C:15]([CH:19]=[CH:20][CH:21]=3)[C:16]([OH:18])=[O:17])[CH:9]=2)=[CH:4][CH:3]=1)[CH:30]([CH3:32])[CH3:31]. The catalyst class is: 1.